Dataset: Catalyst prediction with 721,799 reactions and 888 catalyst types from USPTO. Task: Predict which catalyst facilitates the given reaction. (1) Reactant: [Cl:1][C:2]1[CH:7]=[CH:6][C:5]([N:8]2[C:12]3[N:13]=[C:14](S(CC)(=O)=O)[N:15]=[C:16](S(CC)(=O)=O)[C:11]=3[CH:10]=[CH:9]2)=[CH:4][CH:3]=1.[NH:27]1[CH2:32][CH2:31][O:30][CH2:29][CH2:28]1.[CH:33]([N:36](CC)C(C)C)(C)C. Product: [Cl:1][C:2]1[CH:3]=[CH:4][C:5]([N:8]2[C:12]3[N:13]=[C:14]([C:33]#[N:36])[N:15]=[C:16]([N:27]4[CH2:32][CH2:31][O:30][CH2:29][CH2:28]4)[C:11]=3[CH:10]=[CH:9]2)=[CH:6][CH:7]=1. The catalyst class is: 7. (2) Reactant: Cl.[F:2][C:3]1[CH:8]=[C:7]([F:9])[CH:6]=[CH:5][C:4]=1[C:10](=[O:22])[CH2:11][C:12](SC1C=CC(Cl)=CC=1)=[NH:13].[OH:23][C:24]1[CH:30]=[C:29]([F:31])[C:27]([NH2:28])=[C:26]([F:32])[CH:25]=1. Product: [F:31][C:29]1[CH:30]=[C:24]([OH:23])[CH:25]=[C:26]([F:32])[C:27]=1[NH:28][C:12](=[NH:13])[CH2:11][C:10]([C:4]1[CH:5]=[CH:6][C:7]([F:9])=[CH:8][C:3]=1[F:2])=[O:22]. The catalyst class is: 15. (3) Reactant: [C:1]([Si:5]([O:8][CH:9]([CH2:13][CH2:14][C:15]1[S:19][C:18]2[CH:20]=[CH:21][CH:22]=[CH:23][C:17]=2[C:16]=1[Cl:24])/[CH:10]=[CH:11]/I)([CH3:7])[CH3:6])([CH3:4])([CH3:3])[CH3:2].[C:25]([Li])([CH3:28])([CH3:27])[CH3:26].C[Zn]C.[CH3:33][O:34][C:35](=[O:43])[CH2:36][CH2:37][CH2:38][C:39]#[C:40][CH2:41]I.[Cl-].[NH4+].[CH2:46]1[CH2:50][O:49][CH2:48][CH2:47]1. Product: [CH3:33][O:34][C:35](=[O:43])[CH2:36][CH2:37][CH2:38][C:39]#[C:40][CH2:41][C@@H:46]1[C@@H:47](/[CH:11]=[CH:10]/[CH:9]([O:8][Si:5]([C:1]([CH3:4])([CH3:3])[CH3:2])([CH3:7])[CH3:6])[CH2:13][CH2:14][C:15]2[S:19][C:18]3[CH:20]=[CH:21][CH:22]=[CH:23][C:17]=3[C:16]=2[Cl:24])[C@H:48]([O:8][Si:5]([C:25]([CH3:28])([CH3:27])[CH3:26])([CH3:6])[CH3:1])[C:9]([CH3:13])([CH3:10])[C:50]1=[O:49]. The catalyst class is: 6. (4) Reactant: [NH2:1][C:2]1[CH:9]=[C:8]([Br:10])[CH:7]=[CH:6][C:3]=1[CH:4]=O.S([O-])([O-])(=O)=O.[Na+].[Na+].O.[C:19]1(C)[CH:24]=CC(S(O)(=O)=O)=C[CH:20]=1.C(OC=CC)C. Product: [Br:10][C:8]1[CH:9]=[C:2]2[C:3]([CH:4]=[C:19]([CH3:24])[CH:20]=[N:1]2)=[CH:6][CH:7]=1. The catalyst class is: 146.